Binary Classification. Given a drug SMILES string, predict its activity (active/inactive) in a high-throughput screening assay against a specified biological target. From a dataset of HIV replication inhibition screening data with 41,000+ compounds from the AIDS Antiviral Screen. (1) The molecule is O=C1CC(=O)N(c2ccccc2)N1C(=Cc1ccccc1)c1ccccc1. The result is 0 (inactive). (2) The molecule is CC(=O)NC(CS)C(=O)NC(CO)C(=O)NC(CO)C(=O)NC(Cc1c[nH]c2ccccc12)C(=O)N1CCCC1C(=O)NC(CO)C(=O)NC(Cc1c[nH]c2ccccc12)C(=O)NC(Cc1c[nH]cn1)C(=O)NC(CO)C(=O)NC(Cc1c[nH]c2ccccc12)C(=O)NCC(=O)NCC(=O)NC(C)C(=O)NC(CCC(N)=O)C(=O)NC(CCCCN)C(=O)NC(C)C(=O)NC(CCCNC(=N)N)C(=O)NC(CCCCN)C(N)=O. The result is 0 (inactive). (3) The result is 0 (inactive). The molecule is O=c1c(C(c2ccc([N+](=O)[O-])cc2)c2c(O)c3ccccc3n(-c3ccccc3)c2=O)c(O)c2ccccc2n1-c1ccccc1. (4) The compound is COc1cc(OC)c(OC)cc1C=Cc1cc[n+](C)c2ccccc12. The result is 0 (inactive). (5) The compound is O=C(O)C1CCC(=O)N1C(c1ccc2c(c1)OCO2)c1ccc2c(c1)OCO2. The result is 0 (inactive). (6) The drug is Cc1ccc([N+](=O)[O-])cc1NC(=O)C(=O)C(C(=O)c1ccccc1F)C1OC(=O)c2ccccc21. The result is 0 (inactive). (7) The drug is Cc1c([N+](=O)[O-])c(=O)oc2cc3occc(=O)c3cc12. The result is 0 (inactive). (8) The molecule is CCOC(=O)CNC1=Nc2ccccc2C(=O)N2CSCC12.Cl. The result is 0 (inactive).